This data is from Catalyst prediction with 721,799 reactions and 888 catalyst types from USPTO. The task is: Predict which catalyst facilitates the given reaction. Reactant: [CH:1](=[O:10])[CH2:2][CH2:3][CH2:4][CH2:5][CH2:6][CH2:7][C:8]#[CH:9].O.C1(C)C=CC(S(O)(=O)=O)=CC=1.[CH2:23](O)[CH2:24][OH:25]. Product: [CH2:2]([CH:1]1[O:25][CH2:24][CH2:23][O:10]1)[CH2:3][CH2:4][CH2:5][CH2:6][CH2:7][C:8]#[CH:9]. The catalyst class is: 48.